Dataset: Reaction yield outcomes from USPTO patents with 853,638 reactions. Task: Predict the reaction yield, written as a fraction of the theoretical maximum amount of product (1.0 means a 100% yield; for example, 0.34 means a 34% yield). (1) The reactants are C1C(=O)N(Br)C(=O)C1.[Cl:9][C:10]1[CH:15]=[CH:14][CH:13]=[C:12]([F:16])[C:11]=1[CH:17]1[N:22]2[N:23]=[CH:24][N:25]=[C:21]2[NH:20][C:19]([C:26]2[CH:31]=[CH:30][C:29]([Cl:32])=[CH:28][CH:27]=2)=[CH:18]1.C([O-])(O)=O.[Na+]. The catalyst is C(O)(C)C. The product is [Cl:9][C:10]1[CH:15]=[CH:14][CH:13]=[C:12]([F:16])[C:11]=1[C:17]1[N:22]2[N:23]=[CH:24][N:25]=[C:21]2[N:20]=[C:19]([C:26]2[CH:31]=[CH:30][C:29]([Cl:32])=[CH:28][CH:27]=2)[CH:18]=1. The yield is 0.420. (2) The reactants are Br[C:2]1[S:3][CH:4]=[CH:5][CH:6]=1.[NH:7]1[CH2:11][CH2:10][CH2:9][C:8]1=[O:12]. No catalyst specified. The product is [S:3]1[CH:4]=[CH:5][CH:6]=[C:2]1[N:7]1[CH2:11][CH2:10][CH2:9][C:8]1=[O:12]. The yield is 0.950.